This data is from Catalyst prediction with 721,799 reactions and 888 catalyst types from USPTO. The task is: Predict which catalyst facilitates the given reaction. (1) Reactant: [NH2:1][C:2]1[C:7]([F:8])=[CH:6][N:5]=[C:4]([OH:9])[N:3]=1.[Cl:10][C:11]1[CH:12]=[C:13]([N:17]=[C:18]=[O:19])[CH:14]=[CH:15][CH:16]=1. Product: [NH2:1][C:2]1[C:7]([F:8])=[CH:6][N:5]([C:18]([NH:17][C:13]2[CH:14]=[CH:15][CH:16]=[C:11]([Cl:10])[CH:12]=2)=[O:19])[C:4](=[O:9])[N:3]=1. The catalyst class is: 7. (2) Reactant: [Cl:1][C:2]1[CH:3]=[CH:4][C:5]2[O:15][C:8]3([CH2:13][CH2:12][CH:11]([NH2:14])[CH2:10][CH2:9]3)[CH2:7][C:6]=2[CH:16]=1.[CH3:17][NH:18][C:19](=[O:31])[C:20]1[CH:25]=[CH:24][CH:23]=[CH:22][C:21]=1[O:26][CH2:27][C@@H:28]1[CH2:30][O:29]1. Product: [Cl:1][C:2]1[CH:3]=[CH:4][C:5]2[O:15][C:8]3([CH2:9][CH2:10][CH:11]([NH:14][CH2:30][C@H:28]([OH:29])[CH2:27][O:26][C:21]4[CH:22]=[CH:23][CH:24]=[CH:25][C:20]=4[C:19]([NH:18][CH3:17])=[O:31])[CH2:12][CH2:13]3)[CH2:7][C:6]=2[CH:16]=1. The catalyst class is: 8. (3) Reactant: [CH2:1]([NH:5][C:6](=[O:43])[C:7](=[CH2:42])[CH2:8][C@H:9]([OH:41])[C@@H:10]([NH:33][C:34]([O:36][C:37]([CH3:40])([CH3:39])[CH3:38])=[O:35])[CH2:11][C@@H:12]([CH:30]([CH3:32])[CH3:31])[CH2:13][C:14]1[CH:19]=[CH:18][C:17]([O:20][CH3:21])=[C:16]([O:22][CH2:23][C:24]2[CH:29]=[CH:28][CH:27]=[CH:26][CH:25]=2)[CH:15]=1)[CH2:2][CH2:3][CH3:4].CCN(CC)CC. Product: [CH2:1]([NH:5][C:6](=[O:43])[C@H:7]([CH3:42])[CH2:8][C@H:9]([OH:41])[C@@H:10]([NH:33][C:34]([O:36][C:37]([CH3:38])([CH3:40])[CH3:39])=[O:35])[CH2:11][C@@H:12]([CH:30]([CH3:31])[CH3:32])[CH2:13][C:14]1[CH:19]=[CH:18][C:17]([O:20][CH3:21])=[C:16]([O:22][CH2:23][C:24]2[CH:25]=[CH:26][CH:27]=[CH:28][CH:29]=2)[CH:15]=1)[CH2:2][CH2:3][CH3:4]. The catalyst class is: 5. (4) Reactant: I[C:2]1[C:10]2[C:5](=[CH:6][CH:7]=[CH:8][C:9]=2[N+:11]([O-])=O)[N:4]([CH2:14][C:15]2[CH:16]=[C:17]([CH:23]=[CH:24][CH:25]=2)[C:18]([N:20]([CH3:22])[CH3:21])=[O:19])[N:3]=1.[NH4+].[Cl-]. Product: [NH2:11][C:9]1[CH:8]=[CH:7][CH:6]=[C:5]2[C:10]=1[CH:2]=[N:3][N:4]2[CH2:14][C:15]1[CH:16]=[C:17]([CH:23]=[CH:24][CH:25]=1)[C:18]([N:20]([CH3:22])[CH3:21])=[O:19]. The catalyst class is: 284. (5) Reactant: [CH3:1][O:2][C:3](=[O:17])[C:4]1[CH:9]=[C:8]([N+:10]([O-])=O)[C:7]([Cl:13])=[C:6]([O:14][CH2:15][CH3:16])[CH:5]=1.[Sn](Cl)(Cl)(Cl)Cl. Product: [CH3:1][O:2][C:3](=[O:17])[C:4]1[CH:5]=[C:6]([O:14][CH2:15][CH3:16])[C:7]([Cl:13])=[C:8]([NH2:10])[CH:9]=1. The catalyst class is: 240. (6) Reactant: [CH3:1][O:2][C:3](=[O:15])[C:4](=O)[CH2:5][C:6]([C:8]1[CH:13]=[N:12][CH:11]=[CH:10][N:9]=1)=O.[Cl:16][C:17]1[N:18]=[N:19][C:20]([NH:23][NH2:24])=[CH:21][CH:22]=1.Cl.C(=O)([O-])O.[Na+]. Product: [CH3:1][O:2][C:3]([C:4]1[CH:5]=[C:6]([C:8]2[CH:13]=[N:12][CH:11]=[CH:10][N:9]=2)[N:23]([C:20]2[N:19]=[N:18][C:17]([Cl:16])=[CH:22][CH:21]=2)[N:24]=1)=[O:15]. The catalyst class is: 125. (7) Reactant: [Br:1][C:2]1[CH:7]=[CH:6][C:5]([CH2:8]O)=[CH:4][C:3]=1[F:10].P(Br)(Br)[Br:12].C([O-])([O-])=O.[Na+].[Na+]. Product: [Br:1][C:2]1[CH:7]=[CH:6][C:5]([CH2:8][Br:12])=[CH:4][C:3]=1[F:10]. The catalyst class is: 2.